Dataset: Catalyst prediction with 721,799 reactions and 888 catalyst types from USPTO. Task: Predict which catalyst facilitates the given reaction. Product: [F:8][C:9]1[C:14]([F:15])=[CH:13][CH:12]=[CH:11][C:10]=1[C@H:16]1[CH2:22][N:21]2[C:23]([CH2:26][C:27]([F:30])([F:28])[F:29])=[CH:24][N:25]=[C:20]2[C@H:19]([NH2:31])[CH2:18][CH2:17]1. Reactant: FC(F)(F)C(O)=O.[F:8][C:9]1[C:14]([F:15])=[CH:13][CH:12]=[CH:11][C:10]=1[C@H:16]1[CH2:22][N:21]2[C:23]([CH2:26][C:27]([F:30])([F:29])[F:28])=[CH:24][N:25]=[C:20]2[C@H:19]([NH:31]C(=O)OC(C)(C)C)[CH2:18][CH2:17]1. The catalyst class is: 4.